From a dataset of Peptide-MHC class I binding affinity with 185,985 pairs from IEDB/IMGT. Regression. Given a peptide amino acid sequence and an MHC pseudo amino acid sequence, predict their binding affinity value. This is MHC class I binding data. The peptide sequence is LPTTLFQPY. The MHC is HLA-B51:01 with pseudo-sequence HLA-B51:01. The binding affinity (normalized) is 0.655.